From a dataset of Peptide-MHC class I binding affinity with 185,985 pairs from IEDB/IMGT. Regression. Given a peptide amino acid sequence and an MHC pseudo amino acid sequence, predict their binding affinity value. This is MHC class I binding data. (1) The peptide sequence is QSYKETVHK. The MHC is HLA-A68:01 with pseudo-sequence HLA-A68:01. The binding affinity (normalized) is 0.665. (2) The peptide sequence is RRAARAEYL. The MHC is HLA-A68:02 with pseudo-sequence HLA-A68:02. The binding affinity (normalized) is 0. (3) The peptide sequence is TLRFKTKAL. The MHC is HLA-A23:01 with pseudo-sequence HLA-A23:01. The binding affinity (normalized) is 0.213. (4) The peptide sequence is RVYEALYYV. The MHC is HLA-A02:01 with pseudo-sequence HLA-A02:01. The binding affinity (normalized) is 0.980.